This data is from Full USPTO retrosynthesis dataset with 1.9M reactions from patents (1976-2016). The task is: Predict the reactants needed to synthesize the given product. The reactants are: [CH2:1]([C:3]1[CH:4]=[CH:5][CH:6]=[C:7]2[C:11]=1[NH:10][CH:9]=[C:8]2[CH:12]([C:18]1[CH:23]=[CH:22][C:21]([C:24]([F:27])([F:26])[F:25])=[CH:20][CH:19]=1)[CH2:13][CH2:14][C:15](O)=[O:16])[CH3:2].[H-].[Al+3].[Li+].[H-].[H-].[H-].C(O)(C)C.Cl. Given the product [CH2:1]([C:3]1[CH:4]=[CH:5][CH:6]=[C:7]2[C:11]=1[NH:10][CH:9]=[C:8]2[CH:12]([C:18]1[CH:19]=[CH:20][C:21]([C:24]([F:26])([F:25])[F:27])=[CH:22][CH:23]=1)[CH2:13][CH2:14][CH2:15][OH:16])[CH3:2], predict the reactants needed to synthesize it.